Predict the product of the given reaction. From a dataset of Forward reaction prediction with 1.9M reactions from USPTO patents (1976-2016). Given the reactants [H-].[Na+].[N:3]1[CH:8]=[CH:7][CH:6]=[C:5]([C:9]2[NH:13][C:12]3[CH:14]=[CH:15][CH:16]=[CH:17][C:11]=3[N:10]=2)[CH:4]=1.Br[CH2:19][C:20]1[C:29]2[C:24](=[C:25]([F:30])[CH:26]=[CH:27][CH:28]=2)[NH:23][C:22](=[O:31])[CH:21]=1, predict the reaction product. The product is: [F:30][C:25]1[CH:26]=[CH:27][CH:28]=[C:29]2[C:24]=1[NH:23][C:22](=[O:31])[CH:21]=[C:20]2[CH2:19][N:13]1[C:12]2[CH:14]=[CH:15][CH:16]=[CH:17][C:11]=2[N:10]=[C:9]1[C:5]1[CH:4]=[N:3][CH:8]=[CH:7][CH:6]=1.